Dataset: Full USPTO retrosynthesis dataset with 1.9M reactions from patents (1976-2016). Task: Predict the reactants needed to synthesize the given product. The reactants are: [CH2:1]([C:3]1[CH:8]=[CH:7][C:6](O)=[CH:5][CH:4]=1)[CH3:2].[CH2:10]([O:12][CH:13]([CH2:19][C:20]1[CH:25]=[CH:24][C:23]([OH:26])=[CH:22][CH:21]=1)[C:14]([O:16][CH2:17][CH3:18])=[O:15])[CH3:11].N(C(N1CCCCC1)=O)=NC(N1CCC[CH2:33][CH2:32]1)=O.C1(P(C2C=CC=CC=2)C2C=CC=CC=2)C=CC=CC=1. Given the product [CH2:10]([O:12][CH:13]([CH2:19][C:20]1[CH:21]=[CH:22][C:23]([O:26][CH2:2][CH2:1][C:3]2[CH:8]=[CH:7][C:6]([CH2:32][CH3:33])=[CH:5][CH:4]=2)=[CH:24][CH:25]=1)[C:14]([O:16][CH2:17][CH3:18])=[O:15])[CH3:11], predict the reactants needed to synthesize it.